This data is from Full USPTO retrosynthesis dataset with 1.9M reactions from patents (1976-2016). The task is: Predict the reactants needed to synthesize the given product. (1) The reactants are: [C:1]([O:5][C:6]([N:8]1[CH2:12][CH2:11][C@@:10]([NH:14]C(OCC2C=CC=CC=2)=O)([CH3:13])[CH2:9]1)=[O:7])([CH3:4])([CH3:3])[CH3:2]. Given the product [C:1]([O:5][C:6]([N:8]1[CH2:12][CH2:11][C@@:10]([NH2:14])([CH3:13])[CH2:9]1)=[O:7])([CH3:4])([CH3:2])[CH3:3], predict the reactants needed to synthesize it. (2) The reactants are: ClC1C=C(C=CC=1[N+]([O-])=O)C[P:6](=[O:13])([O:10][CH2:11][CH3:12])[O:7][CH2:8][CH3:9].Cl[CH2:21][C:22]1[CH:23]=[C:24]([O:32][CH3:33])[C:25]([N+:29]([O-:31])=[O:30])=[C:26]([F:28])[CH:27]=1. Given the product [F:28][C:26]1[CH:27]=[C:22]([CH:23]=[C:24]([O:32][CH3:33])[C:25]=1[N+:29]([O-:31])=[O:30])[CH2:21][P:6](=[O:13])([O:10][CH2:11][CH3:12])[O:7][CH2:8][CH3:9], predict the reactants needed to synthesize it. (3) Given the product [CH:11]1([NH:10][C:6]2[C:7]([CH:8]=[O:9])=[C:2]([C:18]3[CH:19]=[CH:20][CH:21]=[CH:22][C:17]=3[F:16])[N:3]=[C:4]([S:14][CH3:15])[N:5]=2)[CH2:13][CH2:12]1, predict the reactants needed to synthesize it. The reactants are: Cl[C:2]1[C:7]([CH:8]=[O:9])=[C:6]([NH:10][CH:11]2[CH2:13][CH2:12]2)[N:5]=[C:4]([S:14][CH3:15])[N:3]=1.[F:16][C:17]1[CH:22]=[CH:21][CH:20]=[CH:19][C:18]=1B(O)O. (4) Given the product [CH:23]1([C:21]([N:18]2[CH2:19][CH2:20][C@@H:16]([CH2:15][N:14]3[C:13](=[O:26])[C:10]4([CH2:12][CH2:11]4)[N:9]=[C:8]3[C:5]3[CH:6]=[CH:7][C:2]([C:31]4[CH:32]=[CH:33][C:28]([OH:27])=[CH:29][CH:30]=4)=[CH:3][CH:4]=3)[CH2:17]2)=[O:22])[CH2:25][CH2:24]1, predict the reactants needed to synthesize it. The reactants are: Br[C:2]1[CH:7]=[CH:6][C:5]([C:8]2[N:14]([CH2:15][C@@H:16]3[CH2:20][CH2:19][N:18]([C:21]([CH:23]4[CH2:25][CH2:24]4)=[O:22])[CH2:17]3)[C:13](=[O:26])[C:10]3([CH2:12][CH2:11]3)[N:9]=2)=[CH:4][CH:3]=1.[OH:27][C:28]1[CH:33]=[CH:32][C:31](B(O)O)=[CH:30][CH:29]=1.C(=O)([O-])[O-].[Na+].[Na+]. (5) Given the product [NH2:1][C:2]1[S:6][C:5]([S:26]([CH3:16])(=[O:30])=[O:28])=[N:4][C:3]=1[C:9]1[CH:10]=[CH:11][CH:12]=[CH:13][CH:14]=1, predict the reactants needed to synthesize it. The reactants are: [NH2:1][C:2]1[S:6][C:5](SC)=[N:4][C:3]=1[C:9]1[CH:14]=[CH:13][CH:12]=[CH:11][CH:10]=1.Cl[C:16]1C=CC=C(C(OO)=O)C=1.[S:26]([O-:30])([O-])(=[O:28])=S.[Na+].[Na+].C(=O)(O)[O-].[Na+].